From a dataset of Reaction yield outcomes from USPTO patents with 853,638 reactions. Predict the reaction yield, written as a fraction of the theoretical maximum amount of product (1.0 means a 100% yield; for example, 0.34 means a 34% yield). (1) The reactants are [Br:1][C:2]1[C:11]2[CH2:10][CH2:9][CH2:8][C:7](=O)[C:6]=2[CH:5]=[N:4][CH:3]=1.[NH3:13].CO.[BH4-].[Na+]. The catalyst is CC(C)[O-].[Ti+4].CC(C)[O-].CC(C)[O-].CC(C)[O-]. The product is [Br:1][C:2]1[C:11]2[CH2:10][CH2:9][CH2:8][CH:7]([NH2:13])[C:6]=2[CH:5]=[N:4][CH:3]=1. The yield is 0.850. (2) The reactants are P(Br)(Br)[Br:2].[CH:5]1[CH:10]=[CH:9][CH:8]=CC=1.[C:11]([OH:15])([CH3:14])([CH3:13])[CH3:12].O.C[O:18][C:19](C)(C)C. No catalyst specified. The product is [Br:2][CH2:5][CH2:10][CH:9]([CH3:8])[C:19]([O:15][C:11]([CH3:14])([CH3:13])[CH3:12])=[O:18]. The yield is 0.280. (3) The catalyst is C(Cl)Cl. The product is [F:25][C:2]([F:1])([C:18]1[CH:23]=[CH:22][C:21]([F:24])=[CH:20][N:19]=1)[CH2:3][N:4]1[CH2:5][CH2:6][CH:7]([NH2:10])[CH2:8][CH2:9]1. The yield is 1.00. The reactants are [F:1][C:2]([F:25])([C:18]1[CH:23]=[CH:22][C:21]([F:24])=[CH:20][N:19]=1)[CH2:3][N:4]1[CH2:9][CH2:8][CH:7]([NH:10]C(=O)OC(C)(C)C)[CH2:6][CH2:5]1.C(O)(C(F)(F)F)=O.